Dataset: Forward reaction prediction with 1.9M reactions from USPTO patents (1976-2016). Task: Predict the product of the given reaction. (1) Given the reactants [N:1]1([C@@H:7]2[CH2:11][CH2:10][N:9]([C:12]3[S:13][C:14]4[CH:20]=[C:19]([C:21]([OH:23])=O)[CH:18]=[CH:17][C:15]=4[N:16]=3)[CH2:8]2)[CH2:6][CH2:5][CH2:4][CH2:3][CH2:2]1.[NH:24]1[CH2:29][CH2:28][O:27][CH2:26][CH2:25]1.F[P-](F)(F)(F)(F)F.N1(OC(N(C)C)=[N+](C)C)C2N=CC=CC=2N=N1.C(N(CC)CC)C, predict the reaction product. The product is: [O:27]1[CH2:28][CH2:29][N:24]([C:21]([C:19]2[CH:18]=[CH:17][C:15]3[N:16]=[C:12]([N:9]4[CH2:10][CH2:11][C@@H:7]([N:1]5[CH2:2][CH2:3][CH2:4][CH2:5][CH2:6]5)[CH2:8]4)[S:13][C:14]=3[CH:20]=2)=[O:23])[CH2:25][CH2:26]1. (2) Given the reactants C/C=C/[C:4]1[CH:9]=[CH:8][CH:7]=[CH:6][CH:5]=1.[C:10](=[O:13])([O-])[O-].[K+].[K+].O.[CH3:17][C:18](C)=[O:19], predict the reaction product. The product is: [C:4]1([CH:10]([OH:13])[CH:18]([OH:19])[CH3:17])[CH:5]=[CH:6][CH:7]=[CH:8][CH:9]=1. (3) Given the reactants C([SiH](CC)CC)C.[F:8][C:9]1[C:14]([F:15])=[CH:13][CH:12]=[CH:11][C:10]=1[CH:16](O)[CH2:17][CH2:18][CH2:19][CH2:20][CH2:21][CH2:22][CH2:23][CH2:24][CH3:25], predict the reaction product. The product is: [CH2:16]([C:10]1[CH:11]=[CH:12][CH:13]=[C:14]([F:15])[C:9]=1[F:8])[CH2:17][CH2:18][CH2:19][CH2:20][CH2:21][CH2:22][CH2:23][CH2:24][CH3:25]. (4) Given the reactants Cl[C:2]1[C:7]2[NH:8][CH:9]=[N:10][C:6]=2[CH:5]=[C:4]([Cl:11])[N:3]=1.[CH3:12][S-:13].[Na+].O, predict the reaction product. The product is: [Cl:11][C:4]1[N:3]=[C:2]([S:13][CH3:12])[C:7]2[NH:8][CH:9]=[N:10][C:6]=2[CH:5]=1. (5) Given the reactants [CH:1]1([N:5]2[CH2:10][CH2:9][N:8]([C:11]([C:13]3[CH:14]=[C:15]4[C:19](=[CH:20][CH:21]=3)[NH:18][C:17]([C:22]([N:24]3[CH2:29][CH2:28][C:27]([F:31])([F:30])[CH2:26][CH2:25]3)=[O:23])=[CH:16]4)=[O:12])[CH2:7][CH2:6]2)[CH2:4][CH2:3][CH2:2]1.[F:32][C:33]([F:44])([F:43])[C:34]1[CH:35]=[C:36](B(O)O)[CH:37]=[CH:38][CH:39]=1.N1C=CC=CC=1, predict the reaction product. The product is: [CH:1]1([N:5]2[CH2:6][CH2:7][N:8]([C:11]([C:13]3[CH:14]=[C:15]4[C:19](=[CH:20][CH:21]=3)[N:18]([C:38]3[CH:37]=[CH:36][CH:35]=[C:34]([C:33]([F:44])([F:43])[F:32])[CH:39]=3)[C:17]([C:22]([N:24]3[CH2:25][CH2:26][C:27]([F:30])([F:31])[CH2:28][CH2:29]3)=[O:23])=[CH:16]4)=[O:12])[CH2:9][CH2:10]2)[CH2:2][CH2:3][CH2:4]1.